Dataset: CYP3A4 inhibition data for predicting drug metabolism from PubChem BioAssay. Task: Regression/Classification. Given a drug SMILES string, predict its absorption, distribution, metabolism, or excretion properties. Task type varies by dataset: regression for continuous measurements (e.g., permeability, clearance, half-life) or binary classification for categorical outcomes (e.g., BBB penetration, CYP inhibition). Dataset: cyp3a4_veith. (1) The drug is COCC(C)n1c(C)cc(C(=O)CSc2nnc(Nc3ccccc3F)s2)c1C. The result is 1 (inhibitor). (2) The molecule is O=C(O)[C@@H](O)c1ccc([As](=O)(O)O)cc1. The result is 0 (non-inhibitor). (3) The molecule is O=C(NCCc1c[nH]c2ccccc12)[C@@H]1C[C@H]1[C@@H](NP(=O)(c1ccccc1)c1ccccc1)c1ccccc1. The result is 1 (inhibitor). (4) The compound is O=[N+]([O-])c1ccc(C2C3C(c4ccccc4)=NC4(CCCCC4)N32)cc1. The result is 1 (inhibitor). (5) The compound is O=C(CCn1c(=O)[nH]c2ccsc2c1=O)Nc1ccc(F)c(F)c1. The result is 0 (non-inhibitor).